From a dataset of Forward reaction prediction with 1.9M reactions from USPTO patents (1976-2016). Predict the product of the given reaction. (1) Given the reactants [Br:1][C:2]1[CH:7]=[CH:6][C:5]([C:8]([F:11])([F:10])[F:9])=[CH:4][C:3]=1[CH2:12][OH:13].N1C=CN=C1.[CH:19]([Si:22](Cl)([CH:26]([CH3:28])[CH3:27])[CH:23]([CH3:25])[CH3:24])([CH3:21])[CH3:20], predict the reaction product. The product is: [Br:1][C:2]1[CH:7]=[CH:6][C:5]([C:8]([F:10])([F:11])[F:9])=[CH:4][C:3]=1[CH2:12][O:13][Si:22]([CH:26]([CH3:28])[CH3:27])([CH:23]([CH3:25])[CH3:24])[CH:19]([CH3:21])[CH3:20]. (2) Given the reactants Br[C:2]1[C:3]([C:26]2[CH:27]=[N:28][N:29]3[CH:34]=[CH:33][CH:32]=[CH:31][C:30]=23)=[N:4][C:5]([NH:8][C:9]2[CH:14]=[CH:13][C:12]([CH:15]3[CH2:20][CH2:19][N:18]([C:21](=[O:23])[CH3:22])[CH2:17][CH2:16]3)=[CH:11][C:10]=2[O:24][CH3:25])=[N:6][CH:7]=1.[C:35]([Zn]C#N)#[N:36].CC1(C)C2C=CC=C(P(C3C=CC=CC=3)C3C=CC=CC=3)C=2OC2C1=CC=CC=2P(C1C=CC=CC=1)C1C=CC=CC=1, predict the reaction product. The product is: [C:21]([N:18]1[CH2:19][CH2:20][CH:15]([C:12]2[CH:13]=[CH:14][C:9]([NH:8][C:5]3[N:4]=[C:3]([C:26]4[CH:27]=[N:28][N:29]5[CH:34]=[CH:33][CH:32]=[CH:31][C:30]=45)[C:2]([C:35]#[N:36])=[CH:7][N:6]=3)=[C:10]([O:24][CH3:25])[CH:11]=2)[CH2:16][CH2:17]1)(=[O:23])[CH3:22].